Dataset: Full USPTO retrosynthesis dataset with 1.9M reactions from patents (1976-2016). Task: Predict the reactants needed to synthesize the given product. Given the product [Cl:8][C:7]1[C:2]([NH:1][C:24]2[N:29]=[C:28]([N:30]([CH:40]3[CH2:42][CH2:41]3)[CH2:31][C:32]3[CH:37]=[CH:36][C:35]([O:38][CH3:39])=[CH:34][CH:33]=3)[C:27]3=[N:43][CH:44]=[C:45]([C:46]#[N:47])[N:26]3[N:25]=2)=[CH:3][C:4]([C:21]#[N:22])=[C:5]([N:9]([CH3:20])[CH2:10][CH2:11][NH:12][C:13](=[O:19])[O:14][C:15]([CH3:18])([CH3:16])[CH3:17])[CH:6]=1, predict the reactants needed to synthesize it. The reactants are: [NH2:1][C:2]1[C:7]([Cl:8])=[CH:6][C:5]([N:9]([CH3:20])[CH2:10][CH2:11][NH:12][C:13](=[O:19])[O:14][C:15]([CH3:18])([CH3:17])[CH3:16])=[C:4]([C:21]#[N:22])[CH:3]=1.Cl[C:24]1[N:29]=[C:28]([N:30]([CH:40]2[CH2:42][CH2:41]2)[CH2:31][C:32]2[CH:37]=[CH:36][C:35]([O:38][CH3:39])=[CH:34][CH:33]=2)[C:27]2=[N:43][CH:44]=[C:45]([C:46]#[N:47])[N:26]2[N:25]=1.C([O-])([O-])=O.[Cs+].[Cs+].C1(P(C2C=CC=CC=2)C2C3OC4C(=CC=CC=4P(C4C=CC=CC=4)C4C=CC=CC=4)C(C)(C)C=3C=CC=2)C=CC=CC=1.